This data is from Catalyst prediction with 721,799 reactions and 888 catalyst types from USPTO. The task is: Predict which catalyst facilitates the given reaction. (1) Product: [CH3:18][C:10]1[CH:11]=[C:12]([N+:15]([O-:17])=[O:16])[CH:13]=[CH:14][C:9]=1[C:21]1[N:26]2[CH:27]=[CH:28][N:29]=[C:25]2[CH:24]=[CH:23][CH:22]=1. Reactant: CC1(C)C(C)(C)OB([C:9]2[CH:14]=[CH:13][C:12]([N+:15]([O-:17])=[O:16])=[CH:11][C:10]=2[CH3:18])O1.Br[C:21]1[N:26]2[CH:27]=[CH:28][N:29]=[C:25]2[CH:24]=[CH:23][CH:22]=1.C(=O)([O-])[O-].[K+].[K+]. The catalyst class is: 423. (2) Reactant: C(OC([N:8]1[CH2:13][CH2:12][C:11]2([CH2:22][C:21](=[O:23])[C:20]3[C:15](=[CH:16][CH:17]=[C:18]([C:24]4[CH:25]=[N:26][CH:27]=[C:28]([CH:32]=4)[C:29]([NH2:31])=[O:30])[CH:19]=3)[O:14]2)[CH2:10][CH2:9]1)=O)(C)(C)C.[ClH:33]. Product: [ClH:33].[ClH:33].[O:23]=[C:21]1[C:20]2[C:15](=[CH:16][CH:17]=[C:18]([C:24]3[CH:25]=[N:26][CH:27]=[C:28]([CH:32]=3)[C:29]([NH2:31])=[O:30])[CH:19]=2)[O:14][C:11]2([CH2:12][CH2:13][NH:8][CH2:9][CH2:10]2)[CH2:22]1. The catalyst class is: 12. (3) Reactant: [N+:1]([C:4]1[CH:9]=[CH:8][C:7]([N:10]2[CH2:15][CH2:14][CH:13]([OH:16])[CH2:12][CH2:11]2)=[CH:6][CH:5]=1)([O-])=O.[NH4+].[Cl-].CCO. Product: [NH2:1][C:4]1[CH:9]=[CH:8][C:7]([N:10]2[CH2:11][CH2:12][CH:13]([OH:16])[CH2:14][CH2:15]2)=[CH:6][CH:5]=1. The catalyst class is: 150. (4) Reactant: [CH2:1]([N:6]1[CH2:11][CH2:10][NH:9][CH2:8][CH2:7]1)[CH2:2][CH2:3][C:4]#[CH:5].CCN(CC)CC.Cl[C:20]([O:22][C:23]1[CH:28]=[CH:27][C:26]([N+:29]([O-:31])=[O:30])=[CH:25][CH:24]=1)=[O:21].C(Cl)Cl.CCOC(C)=O. Product: [CH2:1]([N:6]1[CH2:7][CH2:8][N:9]([C:20]([O:22][C:23]2[CH:24]=[CH:25][C:26]([N+:29]([O-:31])=[O:30])=[CH:27][CH:28]=2)=[O:21])[CH2:10][CH2:11]1)[CH2:2][CH2:3][C:4]#[CH:5]. The catalyst class is: 26. (5) Reactant: [H-].[Na+].[NH:3]1[CH:7]=[CH:6][CH:5]=[N:4]1.[CH2:8]([O:10][C:11]([C:13]1[CH:14]=[N:15][N:16]([CH3:19])[C:17]=1Cl)=[O:12])[CH3:9].O. Product: [CH2:8]([O:10][C:11]([C:13]1[CH:14]=[N:15][N:16]([CH3:19])[C:17]=1[N:3]1[CH:7]=[CH:6][CH:5]=[N:4]1)=[O:12])[CH3:9]. The catalyst class is: 39. (6) Reactant: Cl[C:2]1[CH:21]=[CH:20][C:5]([C:6]([NH:8][C:9]2[CH:17]=[C:16]3[C:12]([CH:13]=[CH:14][N:15]3[CH2:18][CH3:19])=[CH:11][CH:10]=2)=[O:7])=[CH:4][N:3]=1.[CH2:22]([O:29][C:30](=[O:43])[C:31]1[CH:36]=[CH:35][C:34]([N:37]2[CH2:42][CH2:41][NH:40][CH2:39][CH2:38]2)=[CH:33][CH:32]=1)[C:23]1[CH:28]=[CH:27][CH:26]=[CH:25][CH:24]=1.C(OC(=O)C1C=CC(N2CCN(C3C=CC(C(=O)NC4C=CC(C)=C(I)C=4)=CN=3)CC2)=CC=1)C. Product: [CH2:22]([O:29][C:30](=[O:43])[C:31]1[CH:36]=[CH:35][C:34]([N:37]2[CH2:42][CH2:41][N:40]([C:2]3[CH:21]=[CH:20][C:5]([C:6](=[O:7])[NH:8][C:9]4[CH:17]=[C:16]5[C:12]([CH:13]=[CH:14][N:15]5[CH2:18][CH3:19])=[CH:11][CH:10]=4)=[CH:4][N:3]=3)[CH2:39][CH2:38]2)=[CH:33][CH:32]=1)[C:23]1[CH:24]=[CH:25][CH:26]=[CH:27][CH:28]=1. The catalyst class is: 25. (7) Reactant: FC(F)(F)C(O)=O.[CH:8]1([N:11]([CH2:25][CH2:26][O:27][CH2:28][C:29]([O:31]C(C)(C)C)=[O:30])[S:12]([C:15]2[C:20]([CH3:21])=[CH:19][C:18]([O:22][CH3:23])=[CH:17][C:16]=2[CH3:24])(=[O:14])=[O:13])[CH2:10][CH2:9]1. Product: [CH:8]1([N:11]([CH2:25][CH2:26][O:27][CH2:28][C:29]([OH:31])=[O:30])[S:12]([C:15]2[C:20]([CH3:21])=[CH:19][C:18]([O:22][CH3:23])=[CH:17][C:16]=2[CH3:24])(=[O:14])=[O:13])[CH2:9][CH2:10]1. The catalyst class is: 4.